From a dataset of Full USPTO retrosynthesis dataset with 1.9M reactions from patents (1976-2016). Predict the reactants needed to synthesize the given product. (1) Given the product [CH3:10][O:11][N:12]([CH3:16])[C:13](=[O:14])[O:1][NH:2][C:3]([O:4][C:5]([CH3:8])([CH3:7])[CH3:6])=[O:9], predict the reactants needed to synthesize it. The reactants are: [OH:1][NH:2][C:3](=[O:9])[O:4][C:5]([CH3:8])([CH3:7])[CH3:6].[CH3:10][O:11][N:12]([CH3:16])[C:13](Cl)=[O:14]. (2) Given the product [Cl:1][C:2]1[C:7]2[C:8]([I:11])=[N:9][N:10]([C:14]([C:15]3[CH:20]=[CH:19][CH:18]=[CH:17][CH:16]=3)([C:27]3[CH:28]=[CH:29][CH:30]=[CH:31][CH:32]=3)[C:21]3[CH:22]=[CH:23][CH:24]=[CH:25][CH:26]=3)[C:6]=2[CH:5]=[CH:4][N:3]=1, predict the reactants needed to synthesize it. The reactants are: [Cl:1][C:2]1[C:7]2[C:8]([I:11])=[N:9][NH:10][C:6]=2[CH:5]=[CH:4][N:3]=1.[H-].[Na+].[C:14](Cl)([C:27]1[CH:32]=[CH:31][CH:30]=[CH:29][CH:28]=1)([C:21]1[CH:26]=[CH:25][CH:24]=[CH:23][CH:22]=1)[C:15]1[CH:20]=[CH:19][CH:18]=[CH:17][CH:16]=1.O. (3) Given the product [CH:13]1([CH2:12][NH:11][S:8]([C:5]2[CH:6]=[CH:7][C:2]([NH:20][C:21]3[N:22]=[C:23]([O:29][CH3:30])[CH:24]=[C:25]([O:27][CH3:28])[N:26]=3)=[CH:3][C:4]=2[C:16]([F:19])([F:18])[F:17])(=[O:10])=[O:9])[CH2:15][CH2:14]1, predict the reactants needed to synthesize it. The reactants are: Br[C:2]1[CH:7]=[CH:6][C:5]([S:8]([NH:11][CH2:12][CH:13]2[CH2:15][CH2:14]2)(=[O:10])=[O:9])=[C:4]([C:16]([F:19])([F:18])[F:17])[CH:3]=1.[NH2:20][C:21]1[N:26]=[C:25]([O:27][CH3:28])[CH:24]=[C:23]([O:29][CH3:30])[N:22]=1.C1C=CC(P(C2C(C3C(P(C4C=CC=CC=4)C4C=CC=CC=4)=CC=C4C=3C=CC=C4)=C3C(C=CC=C3)=CC=2)C2C=CC=CC=2)=CC=1.C(=O)([O-])[O-].[Cs+].[Cs+]. (4) Given the product [NH2:1][C:2]1[N:7]=[C:6]([N:8]2[CH2:32][CH2:31][C:11]3([CH2:15][NH:14][C@H:13]([C:26]([O:28][CH2:29][CH3:30])=[O:27])[CH2:12]3)[CH2:10][CH2:9]2)[CH:5]=[C:4]([O:33][C@H:34]([C:39]2[CH:44]=[CH:43][C:42]([C:45]3[CH:46]=[CH:47][CH:48]=[CH:49][CH:50]=3)=[CH:41][C:40]=2[N:51]2[CH:55]=[CH:54][C:53]([CH3:56])=[N:52]2)[C:35]([F:38])([F:37])[F:36])[N:3]=1, predict the reactants needed to synthesize it. The reactants are: [NH2:1][C:2]1[N:7]=[C:6]([N:8]2[CH2:32][CH2:31][C:11]3([CH2:15][N:14](C(OCC4C=CC=CC=4)=O)[C@H:13]([C:26]([O:28][CH2:29][CH3:30])=[O:27])[CH2:12]3)[CH2:10][CH2:9]2)[CH:5]=[C:4]([O:33][C@H:34]([C:39]2[CH:44]=[CH:43][C:42]([C:45]3[CH:50]=[CH:49][CH:48]=[CH:47][CH:46]=3)=[CH:41][C:40]=2[N:51]2[CH:55]=[CH:54][C:53]([CH3:56])=[N:52]2)[C:35]([F:38])([F:37])[F:36])[N:3]=1. (5) Given the product [CH3:1][O:2][C:3](=[O:21])[C:4]1[CH:5]=[CH:6][C:7]([CH2:10][C:11]2([CH2:33][C:32]3[CH:35]=[CH:36][C:29]([Br:28])=[CH:30][CH:31]=3)[C:12](=[O:20])[O:13][C:14]([CH3:18])([CH3:19])[O:15][C:16]2=[O:17])=[CH:8][CH:9]=1, predict the reactants needed to synthesize it. The reactants are: [CH3:1][O:2][C:3](=[O:21])[C:4]1[CH:9]=[CH:8][C:7]([CH2:10][CH:11]2[C:16](=[O:17])[O:15][C:14]([CH3:19])([CH3:18])[O:13][C:12]2=[O:20])=[CH:6][CH:5]=1.C([O-])([O-])=O.[K+].[K+].[Br:28][C:29]1[CH:36]=[CH:35][C:32]([CH2:33]Br)=[CH:31][CH:30]=1. (6) Given the product [ClH:18].[F:1][C:2]1[C:7]([O:8][CH3:9])=[CH:6][CH:5]=[CH:4][C:3]=1[NH2:10], predict the reactants needed to synthesize it. The reactants are: [F:1][C:2]1[C:7]([O:8][CH3:9])=[CH:6][CH:5]=[CH:4][C:3]=1[NH:10]C(=O)OC(C)(C)C.[ClH:18].O1CCOCC1. (7) Given the product [C:1]([N:5]([C:27](=[O:36])[C:28]1[CH:33]=[C:32]([CH3:34])[CH:31]=[C:30]([CH3:35])[CH:29]=1)[NH:6][C:7]([C:8]1[CH:13]=[CH:12][C:11]([CH2:14][C:15]#[N:16])=[C:10]([B:17]([OH:18])[OH:21])[CH:9]=1)=[O:26])([CH3:4])([CH3:3])[CH3:2], predict the reactants needed to synthesize it. The reactants are: [C:1]([N:5]([C:27](=[O:36])[C:28]1[CH:33]=[C:32]([CH3:34])[CH:31]=[C:30]([CH3:35])[CH:29]=1)[NH:6][C:7](=[O:26])[C:8]1[CH:13]=[CH:12][C:11]([CH2:14][C:15]#[N:16])=[C:10]([B:17]2[O:21]C(C)(C)C(C)(C)[O:18]2)[CH:9]=1)([CH3:4])([CH3:3])[CH3:2].B(O)O.I([O-])(=O)(=O)=O.[Na+].Cl. (8) The reactants are: Br[C:2]1[N:10]([C:11]([O:13][C:14]([CH3:17])([CH3:16])[CH3:15])=[O:12])[C:9]2[C:4](=[N:5][C:6]([O:18][CH3:19])=[CH:7][CH:8]=2)[C:3]=1[CH2:20][C:21]([O:23][CH2:24][CH3:25])=[O:22].[CH2:26](C([Sn])=C(CCCC)CCCC)[CH2:27]CC. Given the product [CH2:24]([O:23][C:21](=[O:22])[CH2:20][C:3]1[C:4]2=[N:5][C:6]([O:18][CH3:19])=[CH:7][CH:8]=[C:9]2[N:10]([C:11]([O:13][C:14]([CH3:17])([CH3:16])[CH3:15])=[O:12])[C:2]=1[CH:26]=[CH2:27])[CH3:25], predict the reactants needed to synthesize it.